Dataset: Forward reaction prediction with 1.9M reactions from USPTO patents (1976-2016). Task: Predict the product of the given reaction. (1) Given the reactants Br[C:2]1[CH:9]=[CH:8][C:5]([C:6]#[N:7])=[C:4]([OH:10])[CH:3]=1.[CH3:11][C:12]1[N:13]=[CH:14][S:15][CH:16]=1.C([O-])(=O)C.[K+].O, predict the reaction product. The product is: [OH:10][C:4]1[CH:3]=[C:2]([C:16]2[S:15][CH:14]=[N:13][C:12]=2[CH3:11])[CH:9]=[CH:8][C:5]=1[C:6]#[N:7]. (2) Given the reactants [CH:1]1([C:4]2[N:8]([C:9]([O:11][C:12]([CH3:15])([CH3:14])[CH3:13])=[O:10])[C:7]3[CH:16]=[C:17]([C:29]4[C:30]([CH3:35])=[N:31][O:32][C:33]=4[CH3:34])[CH:18]=[C:19]([CH:20]([CH:22]4[CH2:26][CH2:25][C:24]([CH3:28])([CH3:27])[O:23]4)[OH:21])[C:6]=3[N:5]=2)[CH2:3][CH2:2]1.CC(OI1(OC(C)=O)(OC(C)=O)OC(=O)C2C=CC=CC1=2)=O, predict the reaction product. The product is: [CH:1]1([C:4]2[N:8]([C:9]([O:11][C:12]([CH3:14])([CH3:13])[CH3:15])=[O:10])[C:7]3[CH:16]=[C:17]([C:29]4[C:30]([CH3:35])=[N:31][O:32][C:33]=4[CH3:34])[CH:18]=[C:19]([C:20]([CH:22]4[CH2:26][CH2:25][C:24]([CH3:27])([CH3:28])[O:23]4)=[O:21])[C:6]=3[N:5]=2)[CH2:2][CH2:3]1.